Dataset: Forward reaction prediction with 1.9M reactions from USPTO patents (1976-2016). Task: Predict the product of the given reaction. (1) Given the reactants [CH2:1]([O:8][C:9]1[C:14]([C:15]2[CH:20]=[CH:19][C:18]([C:21]([F:24])([F:23])[F:22])=[CH:17][CH:16]=2)=[CH:13][C:12]([C@@H:25]2[CH2:27][C@H:26]2[NH:28][CH2:29][CH2:30]Cl)=[CH:11][CH:10]=1)[C:2]1[CH:7]=[CH:6][CH:5]=[CH:4][CH:3]=1.[NH:32]1[CH2:36][CH2:35][C@@H:34]([NH:37][C:38](=[O:44])[O:39][C:40]([CH3:43])([CH3:42])[CH3:41])[CH2:33]1, predict the reaction product. The product is: [CH2:1]([O:8][C:9]1[C:14]([C:15]2[CH:20]=[CH:19][C:18]([C:21]([F:24])([F:23])[F:22])=[CH:17][CH:16]=2)=[CH:13][C:12]([C@@H:25]2[CH2:27][C@H:26]2[NH:28][CH2:29][CH2:30][N:32]2[CH2:36][CH2:35][C@@H:34]([NH:37][C:38](=[O:44])[O:39][C:40]([CH3:42])([CH3:41])[CH3:43])[CH2:33]2)=[CH:11][CH:10]=1)[C:2]1[CH:7]=[CH:6][CH:5]=[CH:4][CH:3]=1. (2) Given the reactants [C:1](=[O:16])([S:14][CH3:15])[O:2][O:3][CH:4]([O:8][C:9](=[O:13])[CH:10]([CH3:12])[CH3:11])[CH:5]([CH3:7])[CH3:6].[CH:17]1(C(O)=O)[CH2:22]CCC[CH2:18]1, predict the reaction product. The product is: [C:1](=[O:16])([S:14][CH3:15])[O:2][O:3][CH:4]([O:8][C:9]([CH:10]1[CH2:11][CH2:22][CH2:17][CH2:18][CH2:12]1)=[O:13])[CH:5]([CH3:7])[CH3:6]. (3) Given the reactants CN(C)/[CH:3]=[CH:4]/[C:5]([C:7]1[C:12](=[O:13])[CH:11]=[CH:10][N:9]([C:14]2[CH:19]=[CH:18][C:17]([S:20]([NH:23][CH3:24])(=[O:22])=[O:21])=[CH:16][CH:15]=2)[N:8]=1)=O.[F:26][C:27]1[CH:32]=[CH:31][CH:30]=[CH:29][C:28]=1[NH:33][NH2:34], predict the reaction product. The product is: [F:26][C:27]1[CH:32]=[CH:31][CH:30]=[CH:29][C:28]=1[N:33]1[C:5]([C:7]2[C:12](=[O:13])[CH:11]=[CH:10][N:9]([C:14]3[CH:19]=[CH:18][C:17]([S:20]([NH:23][CH3:24])(=[O:22])=[O:21])=[CH:16][CH:15]=3)[N:8]=2)=[CH:4][CH:3]=[N:34]1. (4) Given the reactants [F:1][C:2]1[N:6]([CH3:7])[N:5]=[C:4]([C:8]([F:11])([F:10])[F:9])[C:3]=1[CH:12]=[O:13].[BH4-].[Na+].O.C(OCC)(=O)C, predict the reaction product. The product is: [F:1][C:2]1[N:6]([CH3:7])[N:5]=[C:4]([C:8]([F:10])([F:9])[F:11])[C:3]=1[CH2:12][OH:13]. (5) Given the reactants [CH3:1][C:2]([O:7][CH3:8])([CH2:4][N+:5]#[C-:6])[CH3:3].O.O.C([O-])(=O)CC(CC([O-])=O)(C([O-])=O)O.[Na+].[Na+].[Na+].O.Cl.N[C@H](C(O)=O)CS.C(O)[C@H]([C@H]([C@@H]([C@@H](CO)O)O)O)O.[Tc:48]([O-])(=O)(=O)=O.[Na+], predict the reaction product. The product is: [CH3:1][C:2]([O:7][CH3:8])([CH2:4][N:5]=[CH-:6])[CH3:3].[CH3:1][C:2]([O:7][CH3:8])([CH2:4][N:5]=[CH-:6])[CH3:3].[CH3:1][C:2]([O:7][CH3:8])([CH2:4][N:5]=[CH-:6])[CH3:3].[CH3:1][C:2]([O:7][CH3:8])([CH2:4][N:5]=[CH-:6])[CH3:3].[CH3:1][C:2]([O:7][CH3:8])([CH2:4][N:5]=[CH-:6])[CH3:3].[CH3:1][C:2]([O:7][CH3:8])([CH2:4][N:5]=[CH-:6])[CH3:3].[Tc+6:48]. (6) Given the reactants [F:1][C:2]([F:14])([F:13])[O:3][C:4]1[CH:9]=[CH:8][C:7]([N:10]=[C:11]=[O:12])=[CH:6][CH:5]=1.Cl.[NH2:16][C@H:17]1[CH2:22][CH2:21][C@H:20]([OH:23])[CH2:19][CH2:18]1.CCN(CC)CC.Cl, predict the reaction product. The product is: [OH:23][C@H:20]1[CH2:21][CH2:22][C@H:17]([NH:16][C:11]([NH:10][C:7]2[CH:6]=[CH:5][C:4]([O:3][C:2]([F:13])([F:14])[F:1])=[CH:9][CH:8]=2)=[O:12])[CH2:18][CH2:19]1.